Dataset: Catalyst prediction with 721,799 reactions and 888 catalyst types from USPTO. Task: Predict which catalyst facilitates the given reaction. (1) Reactant: [NH2:1][C@@H:2]([C:8]([OH:10])=[O:9])[CH2:3][CH2:4][C:5]([OH:7])=[O:6].C([O-])(O)=O.[Na+].[C:16](ON1C(=O)CCC1=O)([O:18][CH2:19][CH:20]1[C:32]2[C:27](=[CH:28][CH:29]=[CH:30][CH:31]=2)[C:26]2[C:21]1=[CH:22][CH:23]=[CH:24][CH:25]=2)=[O:17].Cl. Product: [NH:1]([C:16]([O:18][CH2:19][CH:20]1[C:21]2[C:26](=[CH:25][CH:24]=[CH:23][CH:22]=2)[C:27]2[C:32]1=[CH:31][CH:30]=[CH:29][CH:28]=2)=[O:17])[C@@H:2]([C:8]([OH:10])=[O:9])[CH2:3][CH2:4][C:5](=[O:7])[OH:6]. The catalyst class is: 95. (2) Reactant: C[Si](C)(C)CC[O:5][C:6](=[O:48])[C:7]1[CH:12]=[C:11]([O:13][CH:14]([CH3:16])[CH3:15])[CH:10]=[C:9]([O:17][C:18]2[CH:23]=[CH:22][C:21]([P:24]([O:37][CH2:38][C:39]3[CH:44]=[CH:43][C:42]([O:45][CH3:46])=[C:41]([F:47])[CH:40]=3)([O:26][CH2:27][C:28]3[CH:33]=[CH:32][C:31]([O:34][CH3:35])=[C:30]([F:36])[CH:29]=3)=[O:25])=[CH:20][CH:19]=2)[CH:8]=1.[F-].C([N+](CCCC)(CCCC)CCCC)CCC. Product: [F:36][C:30]1[CH:29]=[C:28]([CH:33]=[CH:32][C:31]=1[O:34][CH3:35])[CH2:27][O:26][P:24]([C:21]1[CH:22]=[CH:23][C:18]([O:17][C:9]2[CH:8]=[C:7]([CH:12]=[C:11]([O:13][CH:14]([CH3:16])[CH3:15])[CH:10]=2)[C:6]([OH:48])=[O:5])=[CH:19][CH:20]=1)([O:37][CH2:38][C:39]1[CH:44]=[CH:43][C:42]([O:45][CH3:46])=[C:41]([F:47])[CH:40]=1)=[O:25]. The catalyst class is: 31.